From a dataset of Catalyst prediction with 721,799 reactions and 888 catalyst types from USPTO. Predict which catalyst facilitates the given reaction. (1) Reactant: [F:1][C:2]1[CH:7]=[CH:6][C:5]([CH2:8][C:9]([N:11]2[CH2:15][CH:14]([O:16][C:17]([N:19]3[CH2:24][CH2:23][O:22][CH2:21][CH2:20]3)=[O:18])[CH2:13][N:12]2[C:25]([C:27]2[CH:32]=[CH:31][N:30]=[C:29]([O:33][C:34]3[CH:39]=[CH:38][CH:37]=[CH:36][CH:35]=3)[N:28]=2)=O)=[O:10])=[CH:4][CH:3]=1.[H-].[Na+]. Product: [F:1][C:2]1[CH:7]=[CH:6][C:5]([C:8]2[C:9](=[O:10])[N:11]3[CH2:15][CH:14]([O:16][C:17]([N:19]4[CH2:24][CH2:23][O:22][CH2:21][CH2:20]4)=[O:18])[CH2:13][N:12]3[C:25]=2[C:27]2[CH:32]=[CH:31][N:30]=[C:29]([O:33][C:34]3[CH:35]=[CH:36][CH:37]=[CH:38][CH:39]=3)[N:28]=2)=[CH:4][CH:3]=1. The catalyst class is: 348. (2) Reactant: C([O:5][C:6]1[CH:11]=[C:10]([C:12]2[CH:30]=[CH:29][C:15]([CH2:16][NH:17][C:18](=[O:28])[C:19]3[C:24]([F:25])=[CH:23][CH:22]=[C:21]([F:26])[C:20]=3[Cl:27])=[CH:14][CH:13]=2)[CH:9]=[CH:8][N:7]=1)(C)(C)C.FC(F)(F)C(O)=O. Product: [Cl:27][C:20]1[C:21]([F:26])=[CH:22][CH:23]=[C:24]([F:25])[C:19]=1[C:18]([NH:17][CH2:16][C:15]1[CH:29]=[CH:30][C:12]([C:10]2[CH:9]=[CH:8][NH:7][C:6](=[O:5])[CH:11]=2)=[CH:13][CH:14]=1)=[O:28]. The catalyst class is: 2. (3) Reactant: [CH2:1]([O:3][C:4]([C:6]1[CH:7]=[C:8]2[N:13]([C:14]=1[C:15]1[CH:20]=[CH:19][C:18]([F:21])=[CH:17][CH:16]=1)[CH:12]=[CH:11][C:10]([CH2:22]OS(C)(=O)=O)=[CH:9]2)=[O:5])[CH3:2].[N-:28]=[N+:29]=[N-:30].[Na+]. Product: [CH2:1]([O:3][C:4]([C:6]1[CH:7]=[C:8]2[N:13]([C:14]=1[C:15]1[CH:20]=[CH:19][C:18]([F:21])=[CH:17][CH:16]=1)[CH:12]=[CH:11][C:10]([CH2:22][N:28]=[N+:29]=[N-:30])=[CH:9]2)=[O:5])[CH3:2]. The catalyst class is: 31. (4) Reactant: [F:1][C:2]([F:20])([F:19])[C:3]1[CH:8]=[CH:7][C:6]([C@@H:9]2[C:18]3[C:13](=[CH:14][CH:15]=[CH:16][CH:17]=3)[CH2:12][CH2:11][NH:10]2)=[CH:5][CH:4]=1.CCN(C(C)C)C(C)C.[C:30]([O:33][C:34]([C:37](Cl)=[O:38])([CH3:36])[CH3:35])(=[O:32])[CH3:31].CO. Product: [C:30]([O:33][C:34]([CH3:36])([CH3:35])[C:37](=[O:38])[N:10]1[CH2:11][CH2:12][C:13]2[C:18](=[CH:17][CH:16]=[CH:15][CH:14]=2)[C@H:9]1[C:6]1[CH:5]=[CH:4][C:3]([C:2]([F:1])([F:19])[F:20])=[CH:8][CH:7]=1)(=[O:32])[CH3:31]. The catalyst class is: 2. (5) The catalyst class is: 309. Product: [CH3:2][C:3]1[CH:4]=[C:5]([C:10]2[CH:15]=[CH:14][CH:13]=[C:12]([C:16]3[NH:17][C:18]4[CH:28]=[CH:27][C:26]5[C:21](=[C:22]([OH:33])[CH:23]=[C:24]([S:29]([Cl:1])(=[O:31])=[O:30])[CH:25]=5)[C:19]=4[N:20]=3)[CH:11]=2)[CH:6]=[CH:7][C:8]=1[CH3:9]. Reactant: [ClH:1].[CH3:2][C:3]1[CH:4]=[C:5]([C:10]2[CH:15]=[CH:14][CH:13]=[C:12]([C:16]3[NH:17][C:18]4[CH:28]=[CH:27][C:26]5[C:21](=[C:22]([OH:33])[CH:23]=[C:24]([S:29](O)(=[O:31])=[O:30])[CH:25]=5)[C:19]=4[N:20]=3)[CH:11]=2)[CH:6]=[CH:7][C:8]=1[CH3:9].CN(C)C=O. (6) Reactant: [CH3:1][N:2]([CH3:7])[C@@H:3]([CH3:6])[CH2:4][OH:5].[H-].[Na+].C1OCCOCCOCCOCCOC1.[Cl:25][C:26]1[CH:27]=[C:28]([CH:41]=[CH:42][C:43]=1[O:44][CH2:45][C:46]1[CH:51]=[CH:50][CH:49]=[CH:48][N:47]=1)[NH:29][C:30]1[C:39]2[C:34](=[CH:35][CH:36]=[CH:37][C:38]=2F)[N:33]=[CH:32][N:31]=1. Product: [Cl:25][C:26]1[CH:27]=[C:28]([NH:29][C:30]2[C:39]3[C:34](=[CH:35][CH:36]=[CH:37][C:38]=3[O:5][CH2:4][C@@H:3]([N:2]([CH3:7])[CH3:1])[CH3:6])[N:33]=[CH:32][N:31]=2)[CH:41]=[CH:42][C:43]=1[O:44][CH2:45][C:46]1[CH:51]=[CH:50][CH:49]=[CH:48][N:47]=1. The catalyst class is: 12. (7) Reactant: Cl[C:2]1[C:11]2=[N:12][N:13](CC3C=CC(OC)=CC=3)[CH:14]=[C:10]2[C:9]2[CH:8]=[C:7]([O:24][CH3:25])[CH:6]=[CH:5][C:4]=2[N:3]=1.[F:26][C:27]1[CH:28]=[C:29]([CH:31]=[CH:32][C:33]=1[O:34][C:35]([F:38])([F:37])[F:36])[NH2:30].Cl. Product: [F:26][C:27]1[CH:28]=[C:29]([NH:30][C:2]2[C:11]3=[N:12][NH:13][CH:14]=[C:10]3[C:9]3[CH:8]=[C:7]([O:24][CH3:25])[CH:6]=[CH:5][C:4]=3[N:3]=2)[CH:31]=[CH:32][C:33]=1[O:34][C:35]([F:37])([F:38])[F:36]. The catalyst class is: 71. (8) The catalyst class is: 6. Product: [Br:1][C:2]1[CH:7]=[CH:6][C:5]([C:8]2([NH2:43])[CH2:11][C:10]([O:14][CH3:15])([O:12][CH3:13])[CH2:9]2)=[CH:4][CH:3]=1. Reactant: [Br:1][C:2]1[CH:7]=[CH:6][C:5]([C:8]2(C(N)=O)[CH2:11][C:10]([O:14][CH3:15])([O:12][CH3:13])[CH2:9]2)=[CH:4][CH:3]=1.FC(F)(F)C([O-])=O.FC(F)(F)C([O-])=O.C1([I+2])C=CC=CC=1.[Na].C(#[N:43])C. (9) Reactant: C(OC([N:8]1[C@H:13]2[CH:14]=[CH:15][C@@H:9]1[CH2:10][C:11]([C:18]1[CH:19]=[N:20][CH:21]=[C:22]([Br:24])[CH:23]=1)([C:16]#[N:17])[CH2:12]2)=O)(C)(C)C.FC(F)(F)C(O)=O.C(OCC)(=O)C. Product: [Br:24][C:22]1[CH:23]=[C:18]([C:11]2([C:16]#[N:17])[CH2:12][C@H:13]3[NH:8][C@H:9]([CH:15]=[CH:14]3)[CH2:10]2)[CH:19]=[N:20][CH:21]=1.[Br:24][C:22]1[CH:23]=[C:18]([C:11]2([C:16]#[N:17])[CH2:12][C@H:13]3[NH:8][C@H:9]([CH2:15][CH2:14]3)[CH2:10]2)[CH:19]=[N:20][CH:21]=1. The catalyst class is: 4. (10) Reactant: [Br:1][C:2]1[CH:7]=[C:6]([C:8]([F:11])([F:10])[F:9])[C:5]([CH:12]([O:17][C:18]([CH3:21])([CH3:20])[CH3:19])[C:13]([O:15][CH3:16])=[O:14])=[C:4]([C:22]2[CH:23]=[CH:24][C:25]3[O:30][CH2:29][CH2:28][CH2:27][C:26]=3[CH:31]=2)[C:3]=1[OH:32].[C:33](=O)([O-])[O-].[K+].[K+].IC. Product: [Br:1][C:2]1[CH:7]=[C:6]([C:8]([F:9])([F:11])[F:10])[C:5]([CH:12]([O:17][C:18]([CH3:21])([CH3:20])[CH3:19])[C:13]([O:15][CH3:16])=[O:14])=[C:4]([C:22]2[CH:23]=[CH:24][C:25]3[O:30][CH2:29][CH2:28][CH2:27][C:26]=3[CH:31]=2)[C:3]=1[O:32][CH3:33]. The catalyst class is: 21.